Task: Regression. Given a peptide amino acid sequence and an MHC pseudo amino acid sequence, predict their binding affinity value. This is MHC class II binding data.. Dataset: Peptide-MHC class II binding affinity with 134,281 pairs from IEDB The peptide sequence is EPGHLAPTGMFVAAA. The MHC is DRB1_1602 with pseudo-sequence DRB1_1602. The binding affinity (normalized) is 0.431.